This data is from Full USPTO retrosynthesis dataset with 1.9M reactions from patents (1976-2016). The task is: Predict the reactants needed to synthesize the given product. (1) Given the product [I:1][C:12]1[CH:13]=[C:7]([S:4]([CH3:3])(=[O:5])=[O:6])[CH:8]=[CH:9][C:10]=1[NH2:11], predict the reactants needed to synthesize it. The reactants are: [I:1]I.[CH3:3][S:4]([C:7]1[CH:13]=[CH:12][C:10]([NH2:11])=[CH:9][CH:8]=1)(=[O:6])=[O:5]. (2) Given the product [Cl:1][C:2]1[CH:10]=[CH:9][C:8]2[N:7]([CH2:11][C:12]([O:14][CH2:26][CH:20]3[CH2:25][CH2:24][CH2:23][CH2:22][CH2:21]3)=[O:13])[C:6]3[CH2:15][CH2:16][N:17]([CH3:19])[CH2:18][C:5]=3[C:4]=2[CH:3]=1, predict the reactants needed to synthesize it. The reactants are: [Cl:1][C:2]1[CH:10]=[CH:9][C:8]2[N:7]([CH2:11][C:12]([OH:14])=[O:13])[C:6]3[CH2:15][CH2:16][N:17]([CH3:19])[CH2:18][C:5]=3[C:4]=2[CH:3]=1.[CH:20]1([CH2:26]O)[CH2:25][CH2:24][CH2:23][CH2:22][CH2:21]1.C1(N=C=NC2CCCCC2)CCCCC1. (3) Given the product [C:36]([C:34]1[CH:35]=[C:31]([NH:30][C:28](=[O:29])[NH:27][CH2:26][C:21]2[CH:22]=[CH:23][CH:24]=[CH:25][C:20]=2[CH2:19][O:18][C:14]2[CH:15]=[C:16]([CH3:17])[N:11]([C:6]3[CH:5]=[C:4]([CH:9]=[CH:8][C:7]=3[CH3:10])[C:3]([OH:52])=[O:2])[C:12](=[O:51])[C:13]=2[Cl:50])[N:32]([C:40]2[CH:45]=[CH:44][CH:43]=[C:42]([O:46][CH2:47][CH2:48][OH:49])[CH:41]=2)[N:33]=1)([CH3:37])([CH3:38])[CH3:39], predict the reactants needed to synthesize it. The reactants are: C[O:2][C:3](=[O:52])[C:4]1[CH:9]=[CH:8][C:7]([CH3:10])=[C:6]([N:11]2[C:16]([CH3:17])=[CH:15][C:14]([O:18][CH2:19][C:20]3[CH:25]=[CH:24][CH:23]=[CH:22][C:21]=3[CH2:26][NH:27][C:28]([NH:30][C:31]3[N:32]([C:40]4[CH:45]=[CH:44][CH:43]=[C:42]([O:46][CH2:47][CH2:48][OH:49])[CH:41]=4)[N:33]=[C:34]([C:36]([CH3:39])([CH3:38])[CH3:37])[CH:35]=3)=[O:29])=[C:13]([Cl:50])[C:12]2=[O:51])[CH:5]=1.[OH-].[Na+].C(O)(=O)CC(CC(O)=O)(C(O)=O)O. (4) Given the product [F:1][C:2]1[C:3]([NH:22][C:23]2[CH:28]=[CH:27][C:26]([C:45]#[C:44][Si:41]([CH3:43])([CH3:42])[CH3:40])=[CH:25][C:24]=2[F:30])=[C:4]([CH:12]=[C:13](/[CH:16]=[N:17]/[O:18][CH2:19][CH2:20][OH:21])[C:14]=1[F:15])[C:5]([NH:7][O:8][CH2:9][CH2:10][OH:11])=[O:6], predict the reactants needed to synthesize it. The reactants are: [F:1][C:2]1[C:3]([NH:22][C:23]2[CH:28]=[CH:27][C:26](I)=[CH:25][C:24]=2[F:30])=[C:4]([CH:12]=[C:13]([CH:16]=[N:17][O:18][CH2:19][CH2:20][OH:21])[C:14]=1[F:15])[C:5]([NH:7][O:8][CH2:9][CH2:10][OH:11])=[O:6].C(N(CC)C(C)C)(C)C.[CH3:40][Si:41]([C:44]#[CH:45])([CH3:43])[CH3:42].